This data is from Catalyst prediction with 721,799 reactions and 888 catalyst types from USPTO. The task is: Predict which catalyst facilitates the given reaction. (1) Reactant: C([O:5][C:6]([N:8]1[CH2:13][CH2:12][C@@H:11](C(O)=O)[C@H:10]([C:17]2[CH:22]=[CH:21][C:20]([F:23])=[CH:19][C:18]=2[CH3:24])[CH2:9]1)=[O:7])(C)(C)C.C1C=CC(P([N:39]=[N+]=[N-])(C2C=CC=CC=2)=O)=CC=1.C(N(CC)CC)C.[OH-].[Na+].[C:51]1([CH3:57])[CH:56]=CC=C[CH:52]=1. Product: [C:51]([CH:9]1[C@H:10]([C:17]2[CH:22]=[CH:21][C:20]([F:23])=[CH:19][C:18]=2[CH3:24])[C@H:11]([NH2:39])[CH2:12][CH2:13][N:8]1[C:6]([OH:5])=[O:7])([CH3:57])([CH3:56])[CH3:52]. The catalyst class is: 6. (2) Reactant: [CH3:1][NH:2][C:3](=[O:23])[C:4]1[CH:9]=[C:8]([O:10][C:11]2[CH:22]=[CH:21][C:14]3[N:15]=[C:16](S(C)=O)[S:17][C:13]=3[CH:12]=2)[CH:7]=[CH:6][N:5]=1.[CH3:24][N:25]1[CH2:30][CH2:29][N:28]([CH2:31][C:32]2[CH:37]=[CH:36][C:35]([CH2:38][NH2:39])=[CH:34][CH:33]=2)[CH2:27][CH2:26]1.CCN(C(C)C)C(C)C. Product: [CH3:1][NH:2][C:3](=[O:23])[C:4]1[CH:9]=[C:8]([O:10][C:11]2[CH:22]=[CH:21][C:14]3[N:15]=[C:16]([NH:39][CH2:38][C:35]4[CH:34]=[CH:33][C:32]([CH2:31][N:28]5[CH2:27][CH2:26][N:25]([CH3:24])[CH2:30][CH2:29]5)=[CH:37][CH:36]=4)[S:17][C:13]=3[CH:12]=2)[CH:7]=[CH:6][N:5]=1. The catalyst class is: 37.